This data is from Forward reaction prediction with 1.9M reactions from USPTO patents (1976-2016). The task is: Predict the product of the given reaction. (1) Given the reactants CCOC(/N=N/C(OCC)=O)=O.[CH2:13]([O:20][C:21]1[C:22]([CH3:28])=[N:23][CH:24]=[CH:25][C:26]=1[OH:27])[C:14]1[CH:19]=[CH:18][CH:17]=[CH:16][CH:15]=1.[CH3:29][O:30][C:31]1[CH:38]=[CH:37][C:34]([CH2:35]O)=[CH:33][CH:32]=1.C1(P(C2C=CC=CC=2)C2C=CC=CC=2)C=CC=CC=1, predict the reaction product. The product is: [CH2:13]([O:20][C:21]1[C:22]([CH3:28])=[N:23][CH:24]=[CH:25][C:26]=1[O:27][CH2:35][C:34]1[CH:37]=[CH:38][C:31]([O:30][CH3:29])=[CH:32][CH:33]=1)[C:14]1[CH:15]=[CH:16][CH:17]=[CH:18][CH:19]=1. (2) Given the reactants [Cl:1][C:2]1[CH:7]=[CH:6][CH:5]=[C:4]([F:8])[C:3]=1[C:9]1[S:10][C:11]2[C:12]([NH:20][C:21]3[CH:26]=[C:25]([CH3:27])[N:24]=[CH:23][N:22]=3)=[N:13][CH:14]=[C:15]([C:18]#N)[C:16]=2[N:17]=1.C(O)=[O:29], predict the reaction product. The product is: [Cl:1][C:2]1[CH:7]=[CH:6][CH:5]=[C:4]([F:8])[C:3]=1[C:9]1[S:10][C:11]2[C:12]([NH:20][C:21]3[CH:26]=[C:25]([CH3:27])[N:24]=[CH:23][N:22]=3)=[N:13][CH:14]=[C:15]([CH:18]=[O:29])[C:16]=2[N:17]=1. (3) The product is: [CH3:34][C:35]1[C:39]([C:26]2[C:21]([NH:20][C:4]3[C:3]4[C:8](=[CH:9][C:10]([F:12])=[CH:11][C:2]=4[F:1])[N:7]=[C:6]([C:13]4[CH:18]=[CH:17][CH:16]=[CH:15][N:14]=4)[C:5]=3[CH3:19])=[CH:22][C:23]([N:28]3[CH2:33][CH2:32][O:31][CH2:30][CH2:29]3)=[N:24][CH:25]=2)=[C:38]([CH3:49])[NH:37][N:36]=1. Given the reactants [F:1][C:2]1[CH:11]=[C:10]([F:12])[CH:9]=[C:8]2[C:3]=1[C:4]([NH:20][C:21]1[C:26](I)=[CH:25][N:24]=[C:23]([N:28]3[CH2:33][CH2:32][O:31][CH2:30][CH2:29]3)[CH:22]=1)=[C:5]([CH3:19])[C:6]([C:13]1[CH:18]=[CH:17][CH:16]=[CH:15][N:14]=1)=[N:7]2.[CH3:34][C:35]1[C:39](B2OC(C)(C)C(C)(C)O2)=[C:38]([CH3:49])[N:37](C(OC(C)(C)C)=O)[N:36]=1.[F-].[K+], predict the reaction product.